From a dataset of TCR-epitope binding with 47,182 pairs between 192 epitopes and 23,139 TCRs. Binary Classification. Given a T-cell receptor sequence (or CDR3 region) and an epitope sequence, predict whether binding occurs between them. (1) The epitope is SFHSLHLLF. The TCR CDR3 sequence is CSARGGVDSNQPQHF. Result: 0 (the TCR does not bind to the epitope). (2) The epitope is VLAWLYAAV. The TCR CDR3 sequence is CASSLTGQSQRVYGYTF. Result: 0 (the TCR does not bind to the epitope). (3) The epitope is MPASWVMRI. The TCR CDR3 sequence is CASSAGLAGADEQFF. Result: 1 (the TCR binds to the epitope).